Dataset: Reaction yield outcomes from USPTO patents with 853,638 reactions. Task: Predict the reaction yield, written as a fraction of the theoretical maximum amount of product (1.0 means a 100% yield; for example, 0.34 means a 34% yield). (1) The reactants are O.N[C:3]1[C:10]([CH3:11])=[CH:9][C:6]([C:7]#[N:8])=[C:5]([O:12][CH3:13])[CH:4]=1.N([O-])=O.[Na+].[Cl-].[Na+].[BrH:20]. The catalyst is [Cu]Br. The product is [Br:20][C:3]1[C:10]([CH3:11])=[CH:9][C:6]([C:7]#[N:8])=[C:5]([O:12][CH3:13])[CH:4]=1. The yield is 0.630. (2) The reactants are S(O[CH2:12][C@H:13]1[O:17][C@@H:16]([N:18]2[CH:25]=[CH:24][C:22](=[O:23])[NH:21][C:19]2=[O:20])[CH2:15][C@@H:14]1[OH:26])(C1C=CC(C)=CC=1)(=O)=O.[N-:27]=[N+:28]=[N-:29].[Na+]. The catalyst is CN(C=O)C. The product is [N:27]([CH2:12][C@H:13]1[O:17][C@@H:16]([N:18]2[CH:25]=[CH:24][C:22](=[O:23])[NH:21][C:19]2=[O:20])[CH2:15][C@@H:14]1[OH:26])=[N+:28]=[N-:29]. The yield is 0.560. (3) The reactants are [NH2:1][C:2]1[CH:3]=[C:4]2[C:8](=[CH:9][CH:10]=1)[NH:7][N:6]=[CH:5]2.CC(C)([O-])C.[K+].C(S[C:20]1[C:29]2[C:24](=[CH:25][CH:26]=[CH:27][CH:28]=2)[N:23]=[C:22]([C:30]2[CH:35]=[CH:34][C:33]([C:36]3[CH:41]=[CH:40][CH:39]=[CH:38][CH:37]=3)=[C:32]([F:42])[CH:31]=2)[N:21]=1)C.CO.ClCCl. The catalyst is CN(C)C=O. The product is [NH:7]1[C:8]2[C:4](=[CH:3][C:2]([NH:1][C:20]3[C:29]4[C:24](=[CH:25][CH:26]=[CH:27][CH:28]=4)[N:23]=[C:22]([C:30]4[CH:35]=[CH:34][C:33]([C:36]5[CH:37]=[CH:38][CH:39]=[CH:40][CH:41]=5)=[C:32]([F:42])[CH:31]=4)[N:21]=3)=[CH:10][CH:9]=2)[CH:5]=[N:6]1. The yield is 0.510. (4) The reactants are [Cl:1][C:2]1[N:7]=[CH:6][N:5]=[C:4]2[NH:8][N:9]=[CH:10][C:3]=12.[N:11]1([CH2:17][CH2:18]O)[CH2:16][CH2:15][CH2:14][CH2:13][CH2:12]1.C1(P(C2C=CC=CC=2)C2C=CC=CC=2)C=CC=CC=1.CC(OC(/N=N/C(OC(C)C)=O)=O)C. The catalyst is C1COCC1. The product is [Cl:1][C:2]1[N:7]=[CH:6][N:5]=[C:4]2[N:8]([CH2:18][CH2:17][N:11]3[CH2:16][CH2:15][CH2:14][CH2:13][CH2:12]3)[N:9]=[CH:10][C:3]=12. The yield is 0.420.